This data is from Full USPTO retrosynthesis dataset with 1.9M reactions from patents (1976-2016). The task is: Predict the reactants needed to synthesize the given product. (1) Given the product [F:15][C:16]([F:35])([F:34])[S:17]([O:14][C:3]1[CH:4]=[C:5]2[C:10](=[CH:11][C:2]=1[F:1])[C:9](=[O:12])[NH:8][C:7]([CH3:13])=[CH:6]2)(=[O:19])=[O:18], predict the reactants needed to synthesize it. The reactants are: [F:1][C:2]1[CH:11]=[C:10]2[C:5]([CH:6]=[C:7]([CH3:13])[NH:8][C:9]2=[O:12])=[CH:4][C:3]=1[OH:14].[F:15][C:16]([F:35])([F:34])[S:17](N(C1C=CC=CC=1)[S:17]([C:16]([F:35])([F:34])[F:15])(=[O:19])=[O:18])(=[O:19])=[O:18]. (2) Given the product [C:19]1([C:18]2[C:11]3[C:10]([NH:9][CH2:8][CH2:7][CH2:6][CH2:5][CH2:4][C:3]([OH:31])=[O:2])=[N:15][CH:14]=[N:13][C:12]=3[O:16][C:17]=2[C:25]2[CH:26]=[CH:27][CH:28]=[CH:29][CH:30]=2)[CH:20]=[CH:21][CH:22]=[CH:23][CH:24]=1, predict the reactants needed to synthesize it. The reactants are: C[O:2][C:3](=[O:31])[CH2:4][CH2:5][CH2:6][CH2:7][CH2:8][NH:9][C:10]1[C:11]2[C:18]([C:19]3[CH:24]=[CH:23][CH:22]=[CH:21][CH:20]=3)=[C:17]([C:25]3[CH:30]=[CH:29][CH:28]=[CH:27][CH:26]=3)[O:16][C:12]=2[N:13]=[CH:14][N:15]=1.[OH-].[Na+].Cl. (3) Given the product [CH:4]1[C:5]2[C:10](=[CH:9][CH:8]=[CH:7][CH:6]=2)[CH:11]=[C:2]([NH:1][C:14]([C:15]2[CH:20]=[CH:19][CH:18]=[CH:17][C:16]=2[NH:21][CH2:22][C:23]2[CH:28]=[CH:27][N:26]=[C:25]([NH:29][C:30]([N:32]3[CH2:33][CH2:34][O:35][CH2:36][CH2:37]3)=[O:31])[CH:24]=2)=[O:13])[N:3]=1, predict the reactants needed to synthesize it. The reactants are: [NH2:1][C:2]1[N:3]=[CH:4][C:5]2[C:10]([CH:11]=1)=[CH:9][CH:8]=[CH:7][CH:6]=2.C[O:13][C:14](=O)[C:15]1[CH:20]=[CH:19][CH:18]=[CH:17][C:16]=1[NH:21][CH2:22][C:23]1[CH:28]=[CH:27][N:26]=[C:25]([NH:29][C:30]([N:32]2[CH2:37][CH2:36][O:35][CH2:34][CH2:33]2)=[O:31])[CH:24]=1.C[Al](C)C.